From a dataset of Reaction yield outcomes from USPTO patents with 853,638 reactions. Predict the reaction yield, written as a fraction of the theoretical maximum amount of product (1.0 means a 100% yield; for example, 0.34 means a 34% yield). (1) The reactants are C(Cl)[Cl:2].[F:4][C:5]([F:23])([F:22])[C:6]([NH:8][CH:9]1[CH2:14][CH2:13][N:12](C(OC(C)(C)C)=O)[CH2:11][CH2:10]1)=[O:7].Cl. The catalyst is O1CCOCC1. The product is [ClH:2].[F:23][C:5]([F:4])([F:22])[C:6]([NH:8][CH:9]1[CH2:14][CH2:13][NH:12][CH2:11][CH2:10]1)=[O:7]. The yield is 0.960. (2) The reactants are [Cl:1][C:2]1[CH:21]=[CH:20][C:5]2=[N:6][N:7]([C:9]3[CH:14]=[C:13]([O:15][CH3:16])[CH:12]=[C:11]([CH2:17][OH:18])[C:10]=3[OH:19])[N:8]=[C:4]2[CH:3]=1.C(N(CC)CC)C.[C:29](Cl)(=[O:33])[C:30]([CH3:32])=[CH2:31]. The catalyst is C1COCC1. The product is [C:29]([O:18][CH2:17][C:11]1[CH:12]=[C:13]([O:15][CH3:16])[CH:14]=[C:9]([N:7]2[N:6]=[C:5]3[CH:20]=[CH:21][C:2]([Cl:1])=[CH:3][C:4]3=[N:8]2)[C:10]=1[OH:19])(=[O:33])[C:30]([CH3:32])=[CH2:31]. The yield is 0.340. (3) The reactants are [CH2:1]([C:3]1[CH:4]=[C:5]([C:11]2[CH:12]=[C:13]3[C:17](=[CH:18][CH:19]=2)[C:16](=[O:20])[CH:15]([CH2:21][C:22]([NH:24][CH2:25][C:26]2[CH:27]=[N:28][CH:29]=[CH:30][CH:31]=2)=[O:23])[CH2:14]3)[CH:6]=[CH:7][C:8]=1[O:9]C)[CH3:2].B(Br)(Br)Br.CCOC(C)=O.O. The catalyst is C(Cl)Cl. The product is [CH2:1]([C:3]1[CH:4]=[C:5]([C:11]2[CH:12]=[C:13]3[C:17](=[CH:18][CH:19]=2)[C:16](=[O:20])[CH:15]([CH2:21][C:22]([NH:24][CH2:25][C:26]2[CH:27]=[N:28][CH:29]=[CH:30][CH:31]=2)=[O:23])[CH2:14]3)[CH:6]=[CH:7][C:8]=1[OH:9])[CH3:2]. The yield is 0.310.